This data is from Forward reaction prediction with 1.9M reactions from USPTO patents (1976-2016). The task is: Predict the product of the given reaction. (1) Given the reactants [S:1]1[C:5]2[CH:6]=[CH:7][CH:8]=[CH:9][C:4]=2[C:3]([CH:10]=[O:11])=[CH:2]1.[BH4-].[Na+], predict the reaction product. The product is: [S:1]1[C:5]2[CH:6]=[CH:7][CH:8]=[CH:9][C:4]=2[C:3]([CH2:10][OH:11])=[CH:2]1. (2) Given the reactants [O:1]([C@@H:9]([CH2:14][CH2:15][OH:16])[C:10]([O:12][CH3:13])=[O:11])[Si:2]([C:5]([CH3:8])([CH3:7])[CH3:6])([CH3:4])[CH3:3].C(N(C(C)C)CC)(C)C.Cl[CH2:27][O:28][CH2:29][C:30]1[CH:35]=[CH:34][CH:33]=[CH:32][CH:31]=1.[Cl-].[NH4+], predict the reaction product. The product is: [CH2:29]([O:28][CH2:27][O:16][CH2:15][CH2:14][C@H:9]([O:1][Si:2]([C:5]([CH3:8])([CH3:7])[CH3:6])([CH3:4])[CH3:3])[C:10]([O:12][CH3:13])=[O:11])[C:30]1[CH:35]=[CH:34][CH:33]=[CH:32][CH:31]=1. (3) Given the reactants [Br:1][C:2]1[CH:3]=[C:4]([N+:15]([O-])=O)[C:5]([O:8][CH2:9][C:10](OCC)=[O:11])=[N:6][CH:7]=1.[Sn], predict the reaction product. The product is: [Br:1][C:2]1[CH:7]=[N:6][C:5]2[O:8][CH2:9][C:10](=[O:11])[NH:15][C:4]=2[CH:3]=1.